This data is from Forward reaction prediction with 1.9M reactions from USPTO patents (1976-2016). The task is: Predict the product of the given reaction. (1) Given the reactants C(O[C:9](=[O:34])[C@@H:10]([NH:26][C:27]([O:29][C:30]([CH3:33])([CH3:32])[CH3:31])=[O:28])[CH2:11][C:12]1[C:20]2[C:15](=[CH:16][CH:17]=[CH:18][CH:19]=2)[N:14]([CH2:21][CH2:22][CH:23]([CH3:25])[CH3:24])[CH:13]=1)C1C=CC=CC=1.CCN=C=NCCCN(C)C.Cl.[C:47]([O:66][NH2:67])(C1C=CC=CC=1)(C1C=CC=CC=1)[C:48]1[CH:53]=[CH:52][CH:51]=[CH:50][CH:49]=1, predict the reaction product. The product is: [C:30]([O:29][C:27]([NH:26][C@@H:10]([CH2:11][C:12]1[C:20]2[C:15](=[CH:16][CH:17]=[CH:18][CH:19]=2)[N:14]([CH2:21][CH2:22][CH:23]([CH3:24])[CH3:25])[CH:13]=1)[C:9]([NH:67][O:66][CH2:47][C:48]1[CH:53]=[CH:52][CH:51]=[CH:50][CH:49]=1)=[O:34])=[O:28])([CH3:33])([CH3:32])[CH3:31]. (2) Given the reactants CN.Br[CH2:4][CH2:5][CH2:6][CH2:7][OH:8].[CH2:9]([N:11](CC)CC)C.[C:16](O[C:16]([O:18][C:19]([CH3:22])([CH3:21])[CH3:20])=[O:17])([O:18][C:19]([CH3:22])([CH3:21])[CH3:20])=[O:17], predict the reaction product. The product is: [OH:8][CH2:7][CH2:6][CH2:5][CH2:4][N:11]([CH3:9])[C:16](=[O:17])[O:18][C:19]([CH3:22])([CH3:21])[CH3:20]. (3) Given the reactants [CH3:1][NH:2][CH2:3][CH2:4][CH2:5][CH2:6][CH2:7][CH2:8][CH2:9][CH2:10][CH2:11][N:12]1[CH2:17][CH2:16][CH:15]([O:18][C:19](=[O:33])[NH:20][C:21]2[CH:26]=[CH:25][CH:24]=[CH:23][C:22]=2[C:27]2[CH:32]=[CH:31][CH:30]=[CH:29][CH:28]=2)[CH2:14][CH2:13]1.C1(N)C(F)=C(F)C(F)=C(N)C=1F.Cl.Cl.[Cl:48][C:49]1[C:50]([OH:58])=[C:51]([CH:55]=[CH:56][CH:57]=1)[C:52]([OH:54])=O, predict the reaction product. The product is: [Cl:48][C:49]1[C:50]([OH:58])=[C:51]([CH:55]=[CH:56][CH:57]=1)[C:52]([N:2]([CH3:1])[CH2:3][CH2:4][CH2:5][CH2:6][CH2:7][CH2:8][CH2:9][CH2:10][CH2:11][N:12]1[CH2:13][CH2:14][CH:15]([O:18][C:19](=[O:33])[NH:20][C:21]2[CH:26]=[CH:25][CH:24]=[CH:23][C:22]=2[C:27]2[CH:28]=[CH:29][CH:30]=[CH:31][CH:32]=2)[CH2:16][CH2:17]1)=[O:54]. (4) Given the reactants [F:1][C:2]1[CH:7]=[CH:6][C:5]([N+:8]([O-])=O)=[CH:4][C:3]=1[C:11]1[N:12]=[C:13]2[N:18]=[CH:17][C:16]([NH:19][C:20](=[O:25])[O:21][CH:22]([CH3:24])[CH3:23])=[CH:15][N:14]2[CH:26]=1, predict the reaction product. The product is: [NH2:8][C:5]1[CH:6]=[CH:7][C:2]([F:1])=[C:3]([C:11]2[N:12]=[C:13]3[N:18]=[CH:17][C:16]([NH:19][C:20](=[O:25])[O:21][CH:22]([CH3:24])[CH3:23])=[CH:15][N:14]3[CH:26]=2)[CH:4]=1. (5) The product is: [Si:19]([O:18][CH2:17][CH2:16][N:3]1[CH2:4][CH2:5][C@H:6]([NH:7][C:8](=[O:14])[O:9][C:10]([CH3:11])([CH3:13])[CH3:12])[C:2]1=[O:1])([C:22]([CH3:25])([CH3:24])[CH3:23])([CH3:21])[CH3:20]. Given the reactants [O:1]=[C:2]1[C@@H:6]([NH:7][C:8](=[O:14])[O:9][C:10]([CH3:13])([CH3:12])[CH3:11])[CH2:5][CH2:4][NH:3]1.Br[CH2:16][CH2:17][O:18][Si:19]([C:22]([CH3:25])([CH3:24])[CH3:23])([CH3:21])[CH3:20], predict the reaction product. (6) Given the reactants I[C:2]1[C:7]2[N:8]([C:11]3[CH:16]=[CH:15][CH:14]=[CH:13][CH:12]=3)[CH:9]=[N:10][C:6]=2[CH:5]=[C:4]([C:17]([F:20])([F:19])[F:18])[CH:3]=1.[Cl:21][C:22]1[CH:23]=[C:24](B(O)O)[CH:25]=[CH:26][CH:27]=1.C(O)CCO.C(=O)([O-])[O-].[K+].[K+], predict the reaction product. The product is: [Cl:21][C:22]1[CH:27]=[C:26]([C:2]2[C:7]3[N:8]([C:11]4[CH:16]=[CH:15][CH:14]=[CH:13][CH:12]=4)[CH:9]=[N:10][C:6]=3[CH:5]=[C:4]([C:17]([F:20])([F:19])[F:18])[CH:3]=2)[CH:25]=[CH:24][CH:23]=1. (7) Given the reactants [C:1]([O:14][CH2:15][C@@H:16]([O:40][C:41](=[O:53])[CH2:42][CH2:43][CH2:44][CH2:45][CH2:46][CH2:47][CH2:48][CH2:49][CH2:50][CH2:51][CH3:52])[CH2:17][S:18][CH2:19][C@H:20]([NH2:39])[C:21]([NH:23][CH2:24][CH2:25][CH2:26][CH2:27][CH2:28][C:29]([O:31]CC1C=CC=CC=1)=[O:30])=[O:22])(=[O:13])[CH2:2][CH2:3][CH2:4][CH2:5][CH2:6][CH2:7][CH2:8][CH2:9][CH2:10][CH2:11][CH3:12], predict the reaction product. The product is: [NH2:39][C@@H:20]([CH2:19][S:18][CH2:17][C@H:16]([O:40][C:41](=[O:53])[CH2:42][CH2:43][CH2:44][CH2:45][CH2:46][CH2:47][CH2:48][CH2:49][CH2:50][CH2:51][CH3:52])[CH2:15][O:14][C:1](=[O:13])[CH2:2][CH2:3][CH2:4][CH2:5][CH2:6][CH2:7][CH2:8][CH2:9][CH2:10][CH2:11][CH3:12])[C:21]([NH:23][CH2:24][CH2:25][CH2:26][CH2:27][CH2:28][C:29]([OH:31])=[O:30])=[O:22]. (8) Given the reactants [NH:1]1[C:9]2[CH2:8][CH2:7][CH2:6][C:5](=[O:10])[C:4]=2[CH:3]=[CH:2]1.[Br-:11].[Br-].[Br-].C1([N+](C)(C)C)C=CC=CC=1.C1([N+](C)(C)C)C=CC=CC=1.C1([N+](C)(C)C)C=CC=CC=1, predict the reaction product. The product is: [Br:11][C:2]1[NH:1][C:9]2[CH2:8][CH2:7][CH2:6][C:5](=[O:10])[C:4]=2[CH:3]=1. (9) Given the reactants [F:1][C:2]1[CH:3]=[C:4]([C:9]2[C:10]3[N:11]([N:16]=[C:17]([NH2:19])[N:18]=3)[CH:12]=[C:13]([F:15])[CH:14]=2)[CH:5]=[CH:6][C:7]=1[F:8].Br[C:21]1[CH:26]=[CH:25][C:24]([N:27]2[CH:31]=[C:30]([CH3:32])[N:29]=[CH:28]2)=[C:23]([O:33][CH3:34])[CH:22]=1.C(Cl)Cl, predict the reaction product. The product is: [F:1][C:2]1[CH:3]=[C:4]([C:9]2[C:10]3[N:11]([N:16]=[C:17]([NH:19][C:21]4[CH:26]=[CH:25][C:24]([N:27]5[CH:31]=[C:30]([CH3:32])[N:29]=[CH:28]5)=[C:23]([O:33][CH3:34])[CH:22]=4)[N:18]=3)[CH:12]=[C:13]([F:15])[CH:14]=2)[CH:5]=[CH:6][C:7]=1[F:8]. (10) Given the reactants C(OC([NH:8][C:9]1[S:13][C:12]([C:14]2[C:19]([F:20])=[CH:18][CH:17]=[CH:16][C:15]=2[F:21])=[N:11][C:10]=1[C:22]([NH:24][C:25]1[C:26]([N:34]2[CH2:39][CH2:38][CH2:37][C:36]([NH:41]C(=O)OC(C)(C)C)([CH3:40])[CH2:35]2)=[C:27]2[CH2:33][CH2:32][CH2:31][C:28]2=[N:29][CH:30]=1)=[O:23])=O)(C)(C)C.C(O)(C(F)(F)F)=O, predict the reaction product. The product is: [NH2:8][C:9]1[S:13][C:12]([C:14]2[C:19]([F:20])=[CH:18][CH:17]=[CH:16][C:15]=2[F:21])=[N:11][C:10]=1[C:22]([NH:24][C:25]1[C:26]([N:34]2[CH2:39][CH2:38][CH2:37][C:36]([NH2:41])([CH3:40])[CH2:35]2)=[C:27]2[CH2:33][CH2:32][CH2:31][C:28]2=[N:29][CH:30]=1)=[O:23].